This data is from Full USPTO retrosynthesis dataset with 1.9M reactions from patents (1976-2016). The task is: Predict the reactants needed to synthesize the given product. (1) Given the product [N:22]1[NH:25][N:26]=[N:27][C:21]=1[C:19]1[O:18][N:17]=[C:16]([N:13]2[CH2:12][CH2:11][N:10]([C:6]3[CH:7]=[CH:8][CH:9]=[C:4]([O:3][C:2]([F:23])([F:1])[F:24])[CH:5]=3)[CH2:15][CH2:14]2)[CH:20]=1, predict the reactants needed to synthesize it. The reactants are: [F:1][C:2]([F:24])([F:23])[O:3][C:4]1[CH:5]=[C:6]([N:10]2[CH2:15][CH2:14][N:13]([C:16]3[CH:20]=[C:19]([C:21]#[N:22])[O:18][N:17]=3)[CH2:12][CH2:11]2)[CH:7]=[CH:8][CH:9]=1.[N-:25]=[N+:26]=[N-:27].[Na+].[NH4+].[Cl-].Cl. (2) Given the product [C:1]([C:3]1[CH:4]=[CH:5][C:6]([N:22]2[CH2:27][CH2:26][C@@H:25]([OH:28])[C@H:24]([NH:29][C:30]([C:32]3[S:33][CH:34]=[CH:35][N:36]=3)=[O:31])[CH2:23]2)=[C:7]2[C:11]=1[NH:10][C:9]([C:12]1[CH2:13][CH2:14][N:15]([S:18]([CH3:21])(=[O:20])=[O:19])[CH2:16][CH:17]=1)=[CH:8]2)(=[O:39])[NH2:2], predict the reactants needed to synthesize it. The reactants are: [C:1]([C:3]1[CH:4]=[CH:5][C:6]([N:22]2[CH2:27][CH2:26][C@@H:25]([OH:28])[C@H:24]([NH:29][C:30]([C:32]3[S:33][CH:34]=[CH:35][N:36]=3)=[O:31])[CH2:23]2)=[C:7]2[C:11]=1[NH:10][C:9]([C:12]1[CH2:13][CH2:14][N:15]([S:18]([CH3:21])(=[O:20])=[O:19])[CH2:16][CH:17]=1)=[CH:8]2)#[N:2].CC[OH:39].[OH-].[K+].O. (3) Given the product [CH3:16][C:4]1([CH3:17])[C:3](=[O:18])[C:2]([C:27]2[CH:28]=[CH:29][C:30]([O:31][CH2:32][C:33]3[CH:42]=[CH:41][C:40]4[C:35](=[CH:36][CH:37]=[CH:38][CH:39]=4)[N:34]=3)=[CH:43][CH:44]=2)=[C:6]([C:7]2[CH:12]=[CH:11][C:10]([N+:13]([O-:15])=[O:14])=[CH:9][CH:8]=2)[O:5]1, predict the reactants needed to synthesize it. The reactants are: Br[C:2]1[C:3](=[O:18])[C:4]([CH3:17])([CH3:16])[O:5][C:6]=1[C:7]1[CH:12]=[CH:11][C:10]([N+:13]([O-:15])=[O:14])=[CH:9][CH:8]=1.CC1(C)C(C)(C)OB([C:27]2[CH:44]=[CH:43][C:30]([O:31][CH2:32][C:33]3[CH:42]=[CH:41][C:40]4[C:35](=[CH:36][CH:37]=[CH:38][CH:39]=4)[N:34]=3)=[CH:29][CH:28]=2)O1.C([O-])([O-])=O.[Cs+].[Cs+]. (4) The reactants are: [N:1]([CH:4]([CH2:13][CH2:14][CH3:15])[CH:5]([OH:12])[C:6]([NH:8][CH:9]1[CH2:11][CH2:10]1)=[O:7])=[N+]=[N-]. Given the product [NH2:1][CH:4]([CH2:13][CH2:14][CH3:15])[CH:5]([OH:12])[C:6]([NH:8][CH:9]1[CH2:10][CH2:11]1)=[O:7], predict the reactants needed to synthesize it.